From a dataset of Forward reaction prediction with 1.9M reactions from USPTO patents (1976-2016). Predict the product of the given reaction. (1) The product is: [CH3:25][C:24]([CH3:27])([CH3:26])[C:28]#[C:29][C:2]1[CH:23]=[CH:22][C:5]([C:6]([NH:8][S:9]([C:12]2[CH:17]=[CH:16][CH:15]=[CH:14][C:13]=2[S:18](=[O:21])(=[O:20])[NH2:19])(=[O:11])=[O:10])=[O:7])=[CH:4][CH:3]=1. Given the reactants Br[C:2]1[CH:23]=[CH:22][C:5]([C:6]([NH:8][S:9]([C:12]2[CH:17]=[CH:16][CH:15]=[CH:14][C:13]=2[S:18](=[O:21])(=[O:20])[NH2:19])(=[O:11])=[O:10])=[O:7])=[CH:4][CH:3]=1.[C:24]([C:28]#[C:29]B(OC(C)C)OC(C)C)([CH3:27])([CH3:26])[CH3:25].C(=O)([O-])[O-].[Na+].[Na+].O, predict the reaction product. (2) The product is: [C:12]([O:11][C:9]([N:7]1[CH2:8][C:4]([F:20])([F:3])[CH2:5][C@H:6]1[C:16]([OH:18])=[O:17])=[O:10])([CH3:15])([CH3:13])[CH3:14]. Given the reactants [OH-].[Na+].[F:3][C:4]1([F:20])[CH2:8][N:7]([C:9]([O:11][C:12]([CH3:15])([CH3:14])[CH3:13])=[O:10])[C@H:6]([C:16]([O:18]C)=[O:17])[CH2:5]1.Cl, predict the reaction product. (3) Given the reactants F[C:2](F)([C:8]([F:17])([F:16])[C:9]([F:15])([F:14])[C:10]([F:13])([F:12])[F:11])[CH:3]=[C:4](I)[CH2:5][OH:6].[OH2:19].Cl.[NH2:21]O.C(=O)([O-])[O-].[K+].[K+], predict the reaction product. The product is: [F:14][C:9]([F:15])([C:10]([F:13])([F:12])[F:11])[C:8]([F:17])([F:16])[C:2]1[O:19][N:21]=[C:4]([CH2:5][OH:6])[CH:3]=1. (4) Given the reactants [CH2:1]([N:8]1[CH2:13][CH:12]=[C:11]([C:14]2[CH:19]=[CH:18][C:17]([F:20])=[CH:16][CH:15]=2)[CH2:10][CH2:9]1)[C:2]1[CH:7]=[CH:6][CH:5]=[CH:4][CH:3]=1.Cl.[CH2:22]=[O:23].[OH-].[Na+], predict the reaction product. The product is: [CH2:1]([N:8]1[CH2:9][CH:10]=[C:11]([C:14]2[CH:15]=[CH:16][C:17]([F:20])=[CH:18][CH:19]=2)[CH:12]([CH2:22][OH:23])[CH2:13]1)[C:2]1[CH:3]=[CH:4][CH:5]=[CH:6][CH:7]=1.